From a dataset of Full USPTO retrosynthesis dataset with 1.9M reactions from patents (1976-2016). Predict the reactants needed to synthesize the given product. The reactants are: [CH2:1]([N:8](C)[C:9]1[C:14]([N+:15]([O-])=O)=[CH:13][CH:12]=[CH:11][N:10]=1)C1C=CC=CC=1. Given the product [CH3:1][NH:8][C:9]1[C:14]([NH2:15])=[CH:13][CH:12]=[CH:11][N:10]=1, predict the reactants needed to synthesize it.